Task: Predict which catalyst facilitates the given reaction.. Dataset: Catalyst prediction with 721,799 reactions and 888 catalyst types from USPTO (1) Reactant: Cl[C:2]1[CH:7]=[C:6]([NH:8][CH2:9][CH3:10])[C:5]([N+:11]([O-:13])=[O:12])=[CH:4][N:3]=1.[CH3:14][O-:15].[Na+]. Product: [CH2:9]([NH:8][C:6]1[C:5]([N+:11]([O-:13])=[O:12])=[CH:4][N:3]=[C:2]([O:15][CH3:14])[CH:7]=1)[CH3:10]. The catalyst class is: 5. (2) Reactant: [C:1]([O:5][C:6]([N:8]1[CH:12]=[CH:11][CH:10]=[C:9]1[C:13]1[CH:18]=[CH:17][C:16]([O:19][CH3:20])=[C:15]([CH2:21][C:22]([C:24]2[CH:29]=[CH:28][C:27]([C:30]([O:32]C)=[O:31])=[CH:26][CH:25]=2)=[O:23])[CH:14]=1)=[O:7])([CH3:4])([CH3:3])[CH3:2].C1COCC1. Product: [C:1]([O:5][C:6]([N:8]1[CH:12]=[CH:11][CH:10]=[C:9]1[C:13]1[CH:18]=[CH:17][C:16]([O:19][CH3:20])=[C:15]([CH2:21][C:22]([C:24]2[CH:29]=[CH:28][C:27]([C:30]([OH:32])=[O:31])=[CH:26][CH:25]=2)=[O:23])[CH:14]=1)=[O:7])([CH3:4])([CH3:2])[CH3:3]. The catalyst class is: 5.